This data is from Full USPTO retrosynthesis dataset with 1.9M reactions from patents (1976-2016). The task is: Predict the reactants needed to synthesize the given product. (1) Given the product [CH:11]([C:7]1[CH:8]=[CH:9][CH:10]=[C:4]([CH:1]([CH3:3])[CH3:2])[C:5]=1[NH:6][C:27](=[O:28])[C:26]1[CH:30]=[CH:31][CH:32]=[CH:33][C:25]=1[S:22](=[O:24])(=[O:23])[NH:16][C:19]1[C:20]([CH:1]([CH3:3])[CH3:2])=[CH:9][CH:10]=[CH:4][C:5]=1[CH:7]([CH3:11])[CH3:8])([CH3:13])[CH3:12], predict the reactants needed to synthesize it. The reactants are: [CH:1]([C:4]1[CH:10]=[CH:9][CH:8]=[C:7]([CH:11]([CH3:13])[CH3:12])[C:5]=1[NH2:6])([CH3:3])[CH3:2].C([N:16]([CH2:19][CH3:20])CC)C.Cl[S:22]([C:25]1[CH:33]=[CH:32][CH:31]=[CH:30][C:26]=1[C:27](Cl)=[O:28])(=[O:24])=[O:23]. (2) Given the product [Cl:1][C:2]1[CH:3]=[CH:4][C:5]([O:27][CH2:28][CH:29]([CH3:30])[CH3:31])=[C:6]([CH2:8][N:9]2[C:13]([CH3:14])=[CH:12][C:11]([C:15]([NH:32][C:33]3[N:34]=[CH:35][C:36]([C:37]([O:39][CH3:40])=[O:38])=[CH:41][CH:42]=3)=[O:17])=[N:10]2)[CH:7]=1, predict the reactants needed to synthesize it. The reactants are: [Cl:1][C:2]1[CH:3]=[CH:4][C:5]([O:27][CH2:28][CH:29]([CH3:31])[CH3:30])=[C:6]([CH2:8][N:9]2[C:13]([CH3:14])=[CH:12][C:11]([C:15]([O:17]N3C4C=CC=CC=4N=N3)=O)=[N:10]2)[CH:7]=1.[NH2:32][C:33]1[CH:42]=[CH:41][C:36]([C:37]([O:39][CH3:40])=[O:38])=[CH:35][N:34]=1. (3) Given the product [CH3:1][O:2][C:3]1[C:4]([O:27][CH2:28][CH2:29][CH2:30][O:31][CH3:32])=[CH:5][C:6]2[CH2:15][CH:14]([C:16]3([CH3:19])[CH2:18][CH2:17]3)[N:13]3[C:8](=[CH:9][C:10](=[O:25])[C:11]([C:20]([O:22][CH2:23][CH3:24])=[O:21])=[CH:12]3)[C:7]=2[CH:26]=1, predict the reactants needed to synthesize it. The reactants are: [CH3:1][O:2][C:3]1[C:4]([O:27][CH2:28][CH2:29][CH2:30][O:31][CH3:32])=[CH:5][C:6]2[CH2:15][CH:14]([C:16]3([CH3:19])[CH2:18][CH2:17]3)[N:13]3[CH:8]([CH2:9][C:10](=[O:25])[C:11]([C:20]([O:22][CH2:23][CH3:24])=[O:21])=[CH:12]3)[C:7]=2[CH:26]=1.C1(Cl)C(=O)C(Cl)=C(Cl)C(=O)C=1Cl. (4) Given the product [C:34]1([CH3:53])[CH:35]=[C:36]([CH3:46])[CH:37]=[C:38]([CH3:42])[CH:39]=1, predict the reactants needed to synthesize it. The reactants are: FC(F)(F)S(OC1C=C(C2C3SC4C=CC=CC=4C=3C=CC=2)C=C(C2C=CC=C(C3C=N[C:39]4[C:34](=[C:35]5C=CC=[CH:46][C:36]5=[C:37]5C=CC=[CH:42][C:38]5=4)N=3)C=2)C=1)(=O)=O.N1C2C(=C3C=CC=CC3=C3C=CC=CC3=2)N=C[C:53]=1C1C=C(B2OC(C)(C)C(C)(C)O2)C=CC=1.C1(P(C2CCCCC2)C2C=CC=CC=2C2C(OC)=CC=CC=2OC)CCCCC1.C(=O)([O-])[O-].[K+].[K+]. (5) Given the product [O:16]1[CH2:17][CH2:18][N:13]([C:2]2[CH:9]=[CH:8][C:7]([N+:10]([O-:12])=[O:11])=[CH:6][C:3]=2[C:4]#[N:5])[CH2:14][CH2:15]1, predict the reactants needed to synthesize it. The reactants are: F[C:2]1[CH:9]=[CH:8][C:7]([N+:10]([O-:12])=[O:11])=[CH:6][C:3]=1[C:4]#[N:5].[NH:13]1[CH2:18][CH2:17][O:16][CH2:15][CH2:14]1. (6) Given the product [Cl:18][C:13]1[CH:12]=[C:11]([CH:8]2[C:9]3[N:45]=[C:43]([NH:42][C:32]4[CH:33]=[CH:34][C:35]([N:36]5[CH:40]=[C:39]([CH3:41])[N:38]=[CH:37]5)=[C:30]([O:29][CH3:28])[CH:31]=4)[N:44]=[CH:3][C:4]=3[CH2:5][CH2:6][CH2:7]2)[CH:16]=[CH:15][C:14]=1[Cl:17], predict the reactants needed to synthesize it. The reactants are: CN(C)[CH:3]=[C:4]1[C:9](=O)[CH:8]([C:11]2[CH:16]=[CH:15][C:14]([Cl:17])=[C:13]([Cl:18])[CH:12]=2)[CH2:7][CH2:6][CH2:5]1.[N+]([O-])(O)=O.[N+]([O-])(O)=O.[CH3:28][O:29][C:30]1[CH:31]=[C:32]([NH:42][C:43]([NH2:45])=[NH:44])[CH:33]=[CH:34][C:35]=1[N:36]1[CH:40]=[C:39]([CH3:41])[N:38]=[CH:37]1. (7) The reactants are: [F:1][CH:2]1[CH2:7][CH2:6][CH:5]([CH:8]([CH:10]2[CH2:15][CH2:14][CH:13]([F:16])[CH2:12][CH2:11]2)[OH:9])[CH2:4][CH2:3]1.CC(OI1(OC(C)=O)(OC(C)=O)OC(=O)C2C=CC=CC1=2)=O. Given the product [F:1][CH:2]1[CH2:7][CH2:6][CH:5]([C:8]([CH:10]2[CH2:15][CH2:14][CH:13]([F:16])[CH2:12][CH2:11]2)=[O:9])[CH2:4][CH2:3]1, predict the reactants needed to synthesize it. (8) Given the product [F:1][C:2]1[CH:19]=[CH:18][C:5]2[C:6]([CH3:17])=[C:7]([CH:9]([CH2:13][CH2:14][CH2:15][CH3:16])[CH2:10][CH2:11][O:12][C:21]3[CH:26]=[CH:25][C:24]([O:27][CH2:28][C:29]([O:31][CH2:32][CH3:33])=[O:30])=[C:23]([CH3:34])[CH:22]=3)[S:8][C:4]=2[CH:3]=1, predict the reactants needed to synthesize it. The reactants are: [F:1][C:2]1[CH:19]=[CH:18][C:5]2[C:6]([CH3:17])=[C:7]([CH:9]([CH2:13][CH2:14][CH2:15][CH3:16])[CH2:10][CH2:11][OH:12])[S:8][C:4]=2[CH:3]=1.O[C:21]1[CH:26]=[CH:25][C:24]([O:27][CH2:28][C:29]([O:31][CH2:32][CH3:33])=[O:30])=[C:23]([CH3:34])[CH:22]=1.N(C(N1CCCCC1)=O)=NC(N1CCCCC1)=O.C(P(CCCC)CCCC)CCC.